Dataset: Full USPTO retrosynthesis dataset with 1.9M reactions from patents (1976-2016). Task: Predict the reactants needed to synthesize the given product. (1) Given the product [Br-:23].[O:26]1[CH2:27][CH2:28][O:29][CH:25]1[CH2:24][N+:1]12[CH2:6][CH2:5][C:4]([C:9]([OH:10])([C:17]3[CH:22]=[CH:21][CH:20]=[CH:19][CH:18]=3)[C:11]3[CH:12]=[CH:13][CH:14]=[CH:15][CH:16]=3)([CH2:3][CH2:2]1)[CH2:7][CH2:8]2, predict the reactants needed to synthesize it. The reactants are: [N:1]12[CH2:8][CH2:7][C:4]([C:9]([C:17]3[CH:22]=[CH:21][CH:20]=[CH:19][CH:18]=3)([C:11]3[CH:16]=[CH:15][CH:14]=[CH:13][CH:12]=3)[OH:10])([CH2:5][CH2:6]1)[CH2:3][CH2:2]2.[Br:23][CH2:24][CH:25]1[O:29][CH2:28][CH2:27][O:26]1. (2) Given the product [CH3:7][N:6]1[C:2]([N:13]2[C:12](=[O:11])[CH2:18][CH2:17][N:16]([C:19]([O:21][C:22]([CH3:25])([CH3:24])[CH3:23])=[O:20])[CH2:15][CH2:14]2)=[C:3]([N+:8]([O-:10])=[O:9])[CH:4]=[N:5]1, predict the reactants needed to synthesize it. The reactants are: Br[C:2]1[N:6]([CH3:7])[N:5]=[CH:4][C:3]=1[N+:8]([O-:10])=[O:9].[O:11]=[C:12]1[CH2:18][CH2:17][N:16]([C:19]([O:21][C:22]([CH3:25])([CH3:24])[CH3:23])=[O:20])[CH2:15][CH2:14][NH:13]1. (3) Given the product [N:38]1([CH:44]2[CH2:49][CH2:48][N:47]([C:50]3[CH:56]=[CH:55][C:53]([NH:54][C:2]4[N:7]=[C:6]([C:8]5[N:12]6[CH:13]=[CH:14][C:15]([C:17]([F:19])([F:20])[F:18])=[CH:16][C:11]6=[N:10][C:9]=5[C:21]5[CH:22]=[C:23]([CH:35]=[CH:36][CH:37]=5)[C:24]([NH:26][C:27]5[C:28]([F:34])=[CH:29][CH:30]=[CH:31][C:32]=5[F:33])=[O:25])[CH:5]=[CH:4][N:3]=4)=[C:52]([O:57][CH3:58])[CH:51]=3)[CH2:46][CH2:45]2)[CH2:43][CH2:42][CH2:41][CH2:40][CH2:39]1, predict the reactants needed to synthesize it. The reactants are: Cl[C:2]1[N:7]=[C:6]([C:8]2[N:12]3[CH:13]=[CH:14][C:15]([C:17]([F:20])([F:19])[F:18])=[CH:16][C:11]3=[N:10][C:9]=2[C:21]2[CH:22]=[C:23]([CH:35]=[CH:36][CH:37]=2)[C:24]([NH:26][C:27]2[C:32]([F:33])=[CH:31][CH:30]=[CH:29][C:28]=2[F:34])=[O:25])[CH:5]=[CH:4][N:3]=1.[N:38]1([CH:44]2[CH2:49][CH2:48][N:47]([C:50]3[CH:56]=[CH:55][C:53]([NH2:54])=[C:52]([O:57][CH3:58])[CH:51]=3)[CH2:46][CH2:45]2)[CH2:43][CH2:42][CH2:41][CH2:40][CH2:39]1.O.C1(C)C=CC(S(O)(=O)=O)=CC=1.C[O-].[Na+]. (4) Given the product [F:13][C:11]1[CH:10]=[C:9]2[C:8](=[C:7]([F:6])[CH:12]=1)[C:17](=[O:19])[CH2:16][CH2:15][CH2:14]2, predict the reactants needed to synthesize it. The reactants are: S(=O)(=O)(O)O.[F:6][C:7]1[CH:8]=[C:9]([CH2:14][CH2:15][CH2:16][C:17]([OH:19])=O)[CH:10]=[C:11]([F:13])[CH:12]=1.